This data is from Catalyst prediction with 721,799 reactions and 888 catalyst types from USPTO. The task is: Predict which catalyst facilitates the given reaction. Reactant: Br[CH2:2][CH2:3][CH2:4][C:5]([NH:7][C:8]1[CH:9]=[N:10][C:11]2[C:16]([C:17]=1Cl)=[CH:15][CH:14]=[CH:13][CH:12]=2)=O.[ClH:19].C([O:27][NH2:28])C1C=CC=CC=1. Product: [Cl:19][CH2:2][CH2:3][CH2:4][C:5]1[N:28]([OH:27])[C:17]2[C:16]3[CH:15]=[CH:14][CH:13]=[CH:12][C:11]=3[N:10]=[CH:9][C:8]=2[N:7]=1. The catalyst class is: 32.